From a dataset of Catalyst prediction with 721,799 reactions and 888 catalyst types from USPTO. Predict which catalyst facilitates the given reaction. (1) Reactant: [NH2:1][C:2]1[C:7]([C:8]#[N:9])=[C:6]([C:10]2[N:11]=[CH:12][S:13][CH:14]=2)[C:5]([C:15]#[N:16])=[C:4]([SH:17])[N:3]=1.Cl[CH2:19][C:20]1[N:21]=[C:22]([C:25]2[CH:30]=[CH:29][C:28]([Cl:31])=[CH:27][CH:26]=2)[S:23][CH:24]=1.C(=O)(O)[O-].[Na+]. Product: [NH2:1][C:2]1[C:7]([C:8]#[N:9])=[C:6]([C:10]2[N:11]=[CH:12][S:13][CH:14]=2)[C:5]([C:15]#[N:16])=[C:4]([S:17][CH2:19][C:20]2[N:21]=[C:22]([C:25]3[CH:30]=[CH:29][C:28]([Cl:31])=[CH:27][CH:26]=3)[S:23][CH:24]=2)[N:3]=1. The catalyst class is: 3. (2) Reactant: Cl.[Cl:2][CH2:3][CH2:4][NH:5][CH2:6][CH2:7][OH:8].[P:9]([O:21][CH2:22][CH2:23][NH:24][C:25](=[O:39])[C:26]1[CH:31]=[C:30]([N+:32]([O-:34])=[O:33])[CH:29]=[C:28]([N+:35]([O-:37])=[O:36])[C:27]=1Cl)([O:16][C:17]([CH3:20])([CH3:19])[CH3:18])([O:11][C:12]([CH3:15])([CH3:14])[CH3:13])=[O:10].O. The catalyst class is: 12. Product: [P:9]([O:21][CH2:22][CH2:23][NH:24][C:25](=[O:39])[C:26]1[CH:27]=[C:28]([N+:35]([O-:37])=[O:36])[CH:29]=[C:30]([N+:32]([O-:34])=[O:33])[C:31]=1[N:5]([CH2:4][CH2:3][Cl:2])[CH2:6][CH2:7][OH:8])([O:16][C:17]([CH3:18])([CH3:19])[CH3:20])([O:11][C:12]([CH3:15])([CH3:14])[CH3:13])=[O:10]. (3) Reactant: [NH2:1][CH2:2][CH2:3][CH2:4][O:5][C:6]1[CH:11]=[CH:10][C:9]([Cl:12])=[CH:8][C:7]=1[NH:13][C:14]([NH:16][C:17]1[CH:22]=[CH:21][C:20]([C:23]#[N:24])=[CH:19][N:18]=1)=[O:15].C(=O)([O-])[O-].[K+].[K+].[Cl:31][CH2:32][CH2:33][N:34]=[C:35]=[O:36]. Product: [Cl:12][C:9]1[CH:10]=[CH:11][C:6]([O:5][CH2:4][CH2:3][CH2:2][NH:1][C:35]([NH:34][CH2:33][CH2:32][Cl:31])=[O:36])=[C:7]([NH:13][C:14]([NH:16][C:17]2[CH:22]=[CH:21][C:20]([C:23]#[N:24])=[CH:19][N:18]=2)=[O:15])[CH:8]=1. The catalyst class is: 7. (4) Reactant: C([O:14][C:15]([C:17]1([O:20]/[N:21]=[C:22](/[C:42]2[N:43]=[C:44]([NH:47]C(OC(C)(C)C)=O)[S:45][CH:46]=2)\[C:23]([NH:25][C@H:26]2[C@@H:29]([CH2:30][N:31]3[CH2:35][CH2:34][O:33][C:32]3=[O:36])[N:28]([S:37]([OH:40])(=[O:39])=[O:38])[C:27]2=[O:41])=[O:24])[CH2:19][CH2:18]1)=[O:16])(C1C=CC=CC=1)C1C=CC=CC=1.C(O)(C(F)(F)F)=O. Product: [NH2:47][C:44]1[S:45][CH:46]=[C:42](/[C:22](=[N:21]/[O:20][C:17]2([C:15]([OH:16])=[O:14])[CH2:18][CH2:19]2)/[C:23](=[O:24])[NH:25][C@H:26]2[C@@H:29]([CH2:30][N:31]3[CH2:35][CH2:34][O:33][C:32]3=[O:36])[N:28]([S:37]([OH:40])(=[O:39])=[O:38])[C:27]2=[O:41])[N:43]=1. The catalyst class is: 2. (5) Reactant: [C:1]([O:9][C@@H:10]1[C@@H:18]([CH2:19][F:20])[O:17][C@H:16]2[C@H:12]([N:13]=[C:14]([N:21](CC=C)[C:22]([O:24][C:25]([CH3:28])([CH3:27])[CH3:26])=[O:23])[S:15]2)[C@H:11]1[O:32][C:33](=[O:40])[C:34]1[CH:39]=[CH:38][CH:37]=[CH:36][CH:35]=1)(=[O:8])[C:2]1[CH:7]=[CH:6][CH:5]=[CH:4][CH:3]=1.C(O)=O.CCN(CC)CC. The catalyst class is: 77. Product: [C:1]([O:9][C@@H:10]1[C@@H:18]([CH2:19][F:20])[O:17][C@H:16]2[C@H:12]([N:13]=[C:14]([NH:21][C:22]([O:24][C:25]([CH3:28])([CH3:27])[CH3:26])=[O:23])[S:15]2)[C@H:11]1[O:32][C:33](=[O:40])[C:34]1[CH:39]=[CH:38][CH:37]=[CH:36][CH:35]=1)(=[O:8])[C:2]1[CH:7]=[CH:6][CH:5]=[CH:4][CH:3]=1. (6) Reactant: [Cl:1][C:2]1[C:7]([C:8]2[C:13]([F:14])=[CH:12][C:11]([F:15])=[CH:10][C:9]=2[F:16])=[C:6]([N:17]2[CH2:21][CH2:20][CH2:19][O:18]2)[N:5]=[C:4](S(C)(=O)=O)[N:3]=1.[C-:26]#[N:27].[K+]. Product: [Cl:1][C:2]1[C:7]([C:8]2[C:13]([F:14])=[CH:12][C:11]([F:15])=[CH:10][C:9]=2[F:16])=[C:6]([N:17]2[CH2:21][CH2:20][CH2:19][O:18]2)[N:5]=[C:4]([C:26]#[N:27])[N:3]=1. The catalyst class is: 10. (7) Reactant: [OH-].[K+].Br[CH2:4][CH:5]1[CH2:7][C:6]1([F:9])[F:8].[SH:10][CH2:11][CH2:12][C:13]([OH:15])=[O:14]. Product: [F:8][C:6]1([F:9])[CH2:7][CH:5]1[CH2:4][S:10][CH2:11][CH2:12][C:13]([OH:15])=[O:14]. The catalyst class is: 5.